This data is from Choline transporter screen with 302,306 compounds. The task is: Binary Classification. Given a drug SMILES string, predict its activity (active/inactive) in a high-throughput screening assay against a specified biological target. (1) The molecule is BrC=1C(=O)/C(=C\Nc2c(c(ccc2)C(O)=O)C)C=C(Br)C1. The result is 1 (active). (2) The drug is S=C(Nc1cc(ccc1)C)NNC(=O)c1cc([N+]([O-])=O)ccc1. The result is 0 (inactive). (3) The compound is Fc1c(C/2=NN=CC2=c2\n([nH]nn2)c2ccccc2)cccc1. The result is 0 (inactive).